Dataset: Reaction yield outcomes from USPTO patents with 853,638 reactions. Task: Predict the reaction yield, written as a fraction of the theoretical maximum amount of product (1.0 means a 100% yield; for example, 0.34 means a 34% yield). (1) The reactants are [Br:1][C:2]1[CH:7]=[C:6]([F:8])[C:5]([F:9])=[CH:4][C:3]=1[OH:10].C([O-])([O-])=O.[K+].[K+].F[C:18]1[CH:23]=[CH:22][CH:21]=[CH:20][N:19]=1. The catalyst is CN(C)C=O.C(OCC)(=O)C. The product is [Br:1][C:2]1[CH:7]=[C:6]([F:8])[C:5]([F:9])=[CH:4][C:3]=1[O:10][C:18]1[CH:23]=[CH:22][CH:21]=[CH:20][N:19]=1. The yield is 0.590. (2) The reactants are [O:1]1[CH:5]=[CH:4][C:3]([N:6](CC2C=CC(OC)=CC=2)[S:7]([C:10]2[CH:11]=[C:12]3[C:17](=[CH:18][CH:19]=2)[N:16]([C:20]2[C:25]([OH:26])=[CH:24][C:23]([C:27]4[CH:32]=[C:31]([F:33])[CH:30]=[C:29]([F:34])[CH:28]=4)=[C:22]([F:35])[CH:21]=2)[C:15](=[O:36])[CH:14]=[CH:13]3)(=[O:9])=[O:8])=[N:2]1.FC(F)(F)S(O)(=O)=O. The catalyst is C(Cl)Cl.CS(C)=O. The product is [O:1]1[CH:5]=[CH:4][C:3]([NH:6][S:7]([C:10]2[CH:11]=[C:12]3[C:17](=[CH:18][CH:19]=2)[N:16]([C:20]2[C:25]([OH:26])=[CH:24][C:23]([C:27]4[CH:32]=[C:31]([F:33])[CH:30]=[C:29]([F:34])[CH:28]=4)=[C:22]([F:35])[CH:21]=2)[C:15](=[O:36])[CH:14]=[CH:13]3)(=[O:8])=[O:9])=[N:2]1. The yield is 0.320. (3) The reactants are [CH3:1][C:2]([N:6]1[CH2:10][CH2:9][CH2:8][S:7]1(=[O:12])=[O:11])([C:4]#[CH:5])[CH3:3].C[OH:14]. The catalyst is S(=O)(=O)(O)O.[Hg]=O. The product is [O:11]=[S:7]1(=[O:12])[CH2:8][CH2:9][CH2:10][N:6]1[C:2]([CH3:1])([CH3:3])[C:4](=[O:14])[CH3:5]. The yield is 0.430.